Dataset: Catalyst prediction with 721,799 reactions and 888 catalyst types from USPTO. Task: Predict which catalyst facilitates the given reaction. The catalyst class is: 11. Reactant: [CH2:1]([P:3]([CH2:6][CH2:7][CH2:8][OH:9])(=[O:5])[OH:4])[CH3:2].[CH2:10](O)[CH2:11][CH2:12][CH3:13].O. Product: [CH2:1]([P:3]([CH2:6][CH2:7][CH2:8][OH:9])(=[O:4])[O:5][CH2:10][CH2:11][CH2:12][CH3:13])[CH3:2].